From a dataset of NCI-60 drug combinations with 297,098 pairs across 59 cell lines. Regression. Given two drug SMILES strings and cell line genomic features, predict the synergy score measuring deviation from expected non-interaction effect. (1) Drug 1: COC1=CC(=CC(=C1O)OC)C2C3C(COC3=O)C(C4=CC5=C(C=C24)OCO5)OC6C(C(C7C(O6)COC(O7)C8=CC=CS8)O)O. Drug 2: C1C(C(OC1N2C=C(C(=O)NC2=O)F)CO)O. Cell line: OVCAR3. Synergy scores: CSS=37.0, Synergy_ZIP=0.0152, Synergy_Bliss=-1.38, Synergy_Loewe=-2.52, Synergy_HSA=0.907. (2) Drug 1: CN(CCCl)CCCl.Cl. Drug 2: C1CCC(C(C1)N)N.C(=O)(C(=O)[O-])[O-].[Pt+4]. Cell line: SK-MEL-5. Synergy scores: CSS=43.6, Synergy_ZIP=-13.4, Synergy_Bliss=-1.80, Synergy_Loewe=-2.56, Synergy_HSA=2.48. (3) Drug 1: C1CCC(CC1)NC(=O)N(CCCl)N=O. Drug 2: C1=CC(=CC=C1CCCC(=O)O)N(CCCl)CCCl. Cell line: HCT-15. Synergy scores: CSS=35.6, Synergy_ZIP=-11.6, Synergy_Bliss=-6.27, Synergy_Loewe=-6.63, Synergy_HSA=-4.51. (4) Drug 1: CC1=C(C(CCC1)(C)C)C=CC(=CC=CC(=CC(=O)O)C)C. Drug 2: CC1=C(C(=O)C2=C(C1=O)N3CC4C(C3(C2COC(=O)N)OC)N4)N. Cell line: HOP-62. Synergy scores: CSS=41.7, Synergy_ZIP=4.69, Synergy_Bliss=2.09, Synergy_Loewe=-38.1, Synergy_HSA=-4.18. (5) Drug 1: CC1=CC=C(C=C1)C2=CC(=NN2C3=CC=C(C=C3)S(=O)(=O)N)C(F)(F)F. Drug 2: C1=NC2=C(N=C(N=C2N1C3C(C(C(O3)CO)O)O)F)N. Cell line: HS 578T. Synergy scores: CSS=6.87, Synergy_ZIP=-2.95, Synergy_Bliss=-0.453, Synergy_Loewe=0.0348, Synergy_HSA=0.582. (6) Synergy scores: CSS=29.4, Synergy_ZIP=2.71, Synergy_Bliss=-1.53, Synergy_Loewe=-27.7, Synergy_HSA=-1.96. Cell line: A549. Drug 1: CC1=C2C(C(=O)C3(C(CC4C(C3C(C(C2(C)C)(CC1OC(=O)C(C(C5=CC=CC=C5)NC(=O)OC(C)(C)C)O)O)OC(=O)C6=CC=CC=C6)(CO4)OC(=O)C)OC)C)OC. Drug 2: CCN(CC)CCNC(=O)C1=C(NC(=C1C)C=C2C3=C(C=CC(=C3)F)NC2=O)C. (7) Drug 1: C1=CC(=CC=C1CC(C(=O)O)N)N(CCCl)CCCl.Cl. Drug 2: CS(=O)(=O)OCCCCOS(=O)(=O)C. Cell line: HL-60(TB). Synergy scores: CSS=56.3, Synergy_ZIP=3.44, Synergy_Bliss=4.96, Synergy_Loewe=-3.77, Synergy_HSA=4.19.